The task is: Predict the reaction yield, written as a fraction of the theoretical maximum amount of product (1.0 means a 100% yield; for example, 0.34 means a 34% yield).. This data is from Reaction yield outcomes from USPTO patents with 853,638 reactions. (1) The yield is 0.650. The catalyst is CN(C)C=O.C(OCC)(=O)C. The product is [CH2:36]([NH:43][C:14]([C:4]1[S:3][C:2]([NH2:1])=[N:6][C:5]=1[CH2:7][C:8]1[CH:9]=[CH:10][CH:11]=[CH:12][CH:13]=1)=[O:16])[C:37]1[CH:42]=[CH:41][CH:40]=[CH:39][CH:38]=1. The reactants are [NH2:1][C:2]1[S:3][C:4]([C:14]([OH:16])=O)=[C:5]([CH2:7][C:8]2[CH:13]=[CH:12][CH:11]=[CH:10][CH:9]=2)[N:6]=1.C(N(C(C)C)CC)(C)C.ON1C2C=CC=CC=2N=N1.[CH2:36]([NH2:43])[C:37]1[CH:42]=[CH:41][CH:40]=[CH:39][CH:38]=1. (2) The reactants are [F:1][C:2]1[C:3]([CH2:14][N:15]([CH3:23])[C:16](=[O:22])[O:17][C:18]([CH3:21])([CH3:20])[CH3:19])=[CH:4][NH:5][C:6]=1[C:7]1[C:8]([F:13])=[N:9][CH:10]=[CH:11][CH:12]=1.[H-].[Na+].C1OCCOCCOCCOCCOC1.[N:41]1([S:47](Cl)(=[O:49])=[O:48])[CH2:46][CH2:45][O:44][CH2:43][CH2:42]1. The catalyst is O1CCCC1.O. The product is [F:1][C:2]1[C:3]([CH2:14][N:15]([CH3:23])[C:16](=[O:22])[O:17][C:18]([CH3:19])([CH3:20])[CH3:21])=[CH:4][N:5]([S:47]([N:41]2[CH2:46][CH2:45][O:44][CH2:43][CH2:42]2)(=[O:49])=[O:48])[C:6]=1[C:7]1[C:8]([F:13])=[N:9][CH:10]=[CH:11][CH:12]=1. The yield is 0.780. (3) The reactants are C[Al](C)C.[C:5](C1C=C(C)C=C(C(C)(C)C)C=1O)(C)(C)C.[CH2:21]([C@@H:26]1[CH2:30][CH2:29][CH2:28][C:27]1=[O:31])[CH2:22][CH2:23][CH:24]=[CH2:25].[Li]C.CCOCC.Cl. The catalyst is C1(C)C=CC=CC=1. The product is [CH3:5][C@@:27]1([OH:31])[CH2:28][CH2:29][CH2:30][C@H:26]1[CH2:21][CH2:22][CH2:23][CH:24]=[CH2:25]. The yield is 0.700. (4) The reactants are [Li]CCCC.[Si]([CH:10]=[N+:11]=[N-:12])(C)(C)C.[O:13]=[C:14]1[N:18]([C:19]([O:21][C:22]([CH3:25])([CH3:24])[CH3:23])=[O:20])[C@H:17]([C:26]([O:28][CH2:29][CH3:30])=[O:27])[CH2:16][CH2:15]1. The catalyst is C1COCC1. The product is [C:22]([O:21][C:19]([NH:18][C@@H:17]([CH2:16][CH2:15][C:14](=[O:13])[CH:10]=[N+:11]=[N-:12])[C:26]([O:28][CH2:29][CH3:30])=[O:27])=[O:20])([CH3:23])([CH3:25])[CH3:24]. The yield is 0.750. (5) The reactants are FC1C=C2C(C(I)=CN2S(C2C=CC=CC=2)(=O)=O)=CC=1.C1(S([N:30]2[C:38]3[C:33](=[CH:34][CH:35]=[C:36]([F:39])[CH:37]=3)[C:32]([C:40]3[CH:41]=[CH:42][C:43]4[N:47]=[C:46]([CH2:48][N:49]5[CH2:54][CH2:53][N:52]([S:55]([CH3:58])(=[O:57])=[O:56])[CH2:51][CH2:50]5)[NH:45][C:44]=4[CH:59]=3)=[CH:31]2)(=O)=O)C=CC=CC=1. No catalyst specified. The product is [F:39][C:36]1[CH:37]=[C:38]2[C:33]([C:32]([C:40]3[CH:41]=[CH:42][C:43]4[NH:47][C:46]([CH2:48][N:49]5[CH2:54][CH2:53][N:52]([S:55]([CH3:58])(=[O:57])=[O:56])[CH2:51][CH2:50]5)=[N:45][C:44]=4[CH:59]=3)=[CH:31][NH:30]2)=[CH:34][CH:35]=1. The yield is 0.250. (6) The reactants are [Cl:1][C:2]1[C:7]([Cl:8])=[CH:6][CH:5]=[CH:4][C:3]=1[N:9]1[CH2:14][CH2:13][N:12]([CH2:15][CH2:16][CH2:17][NH:18][C:19]([C:21]2[C:25]([O:26]C)=[C:24]([C:28]3[CH:33]=[CH:32][CH:31]=[CH:30][CH:29]=3)[N:23]([CH3:34])[C:22]=2[CH3:35])=[O:20])[CH2:11][CH2:10]1.B(Br)(Br)Br.C(Cl)Cl. No catalyst specified. The product is [Cl:1][C:2]1[C:7]([Cl:8])=[CH:6][CH:5]=[CH:4][C:3]=1[N:9]1[CH2:10][CH2:11][N:12]([CH2:15][CH2:16][CH2:17][NH:18][C:19]([C:21]2[C:25]([OH:26])=[C:24]([C:28]3[CH:29]=[CH:30][CH:31]=[CH:32][CH:33]=3)[N:23]([CH3:34])[C:22]=2[CH3:35])=[O:20])[CH2:13][CH2:14]1. The yield is 0.200. (7) The reactants are [O:1]=[C:2]1[CH2:6][N:5](C(OC(C)(C)C)=O)[C@H:4]([C:14]([O:16][CH2:17][C:18]2[CH:23]=[CH:22][CH:21]=[CH:20][CH:19]=2)=[O:15])[CH2:3]1.[ClH:24]. The catalyst is O1CCCC1.O1CCOCC1. The product is [ClH:24].[O:1]=[C:2]1[CH2:6][NH:5][C@H:4]([C:14]([O:16][CH2:17][C:18]2[CH:23]=[CH:22][CH:21]=[CH:20][CH:19]=2)=[O:15])[CH2:3]1. The yield is 1.00.